This data is from NCI-60 drug combinations with 297,098 pairs across 59 cell lines. The task is: Regression. Given two drug SMILES strings and cell line genomic features, predict the synergy score measuring deviation from expected non-interaction effect. Drug 1: CCCS(=O)(=O)NC1=C(C(=C(C=C1)F)C(=O)C2=CNC3=C2C=C(C=N3)C4=CC=C(C=C4)Cl)F. Drug 2: CC(CN1CC(=O)NC(=O)C1)N2CC(=O)NC(=O)C2. Cell line: HCT116. Synergy scores: CSS=24.9, Synergy_ZIP=0.457, Synergy_Bliss=-3.26, Synergy_Loewe=-7.75, Synergy_HSA=-4.54.